From a dataset of Experimentally validated miRNA-target interactions with 360,000+ pairs, plus equal number of negative samples. Binary Classification. Given a miRNA mature sequence and a target amino acid sequence, predict their likelihood of interaction. (1) The miRNA is hsa-miR-512-5p with sequence CACUCAGCCUUGAGGGCACUUUC. Result: 0 (no interaction). The protein sequence of the target gene is MCRCSLVLLSVDHEVPFSSFFIGWRTEGRAWRAGRPDMADGSGWQPPRPCEAYRAEWKLCRSARHFLHHYYVHGERPACEQWQRDLASCRDWEERRNAEAQQSLCESERARVRAARKHILVWAPRQSPPPDWHLPLPQEKDE. (2) The miRNA is hsa-miR-548ag with sequence AAAGGUAAUUGUGGUUUCUGC. The protein sequence of the target gene is MSAPSEEEEYARLVMEAQPEWLRAEVKRLSHELAETTREKIQAAEYGLAVLEEKHQLKLQFEELEVDYEAIRSEMEQLKEAFGQAHTNHKKVAADGESREESLIQESASKEQYYVRKVLELQTELKQLRNVLTNTQSENERLASVAQELKEINQNVEIQRGRLRDDIKEYKFREARLLQDYSELEEENISLQKQVSVLRQNQVEFEGLKHEIKRLEEETEYLNSQLEDAIRLKEISERQLEEALETLKTEREQKNSLRKELSHYMSINDSFYTSHLHVSLDGLKFSDDAAEPNNDAEALV.... Result: 1 (interaction). (3) The miRNA is hsa-miR-17-3p with sequence ACUGCAGUGAAGGCACUUGUAG. The protein sequence of the target gene is MTKLQEMVTFRDVAVVFSEEELGLLDAAQRKLYHDVMLENFRNLLAVGCQSPNKMAPLDTTGIRCLPLGQLPCWQMTSHDVNKLARAPEDGINTPGKGPHLLEQCHSSCHWGAEQPSQAPEDDGCLENLPSNHSSSSDNQEFLSGRAQSSWSKAHFSERWNHEKHCPQTLVKTKSQLLAPGVNILGCISHHDHNILHKRDKVPSSGDCDQVIFPMTLLTQHCVYREQKAYQCSRGQEVFSDSPSLELHQQTLLGKKSPVHSTHKDTRHSPSVPIQPSVHPGRKRYWCHECGKGFRQSSAL.... Result: 0 (no interaction). (4) The miRNA is mmu-miR-138-5p with sequence AGCUGGUGUUGUGAAUCAGGCCG. The protein sequence of the target gene is MTMQPAIQVWFGEDLPLSPRCPLTPRHGPGLADVCQYDEWIAVRHEATLLPMQEDLSIWLSGLLGVDIKAERLLEELDNGVLLCQLINVLQNMVKGCHSDEPGNFPMRKVPCKKDAASGSFFARDNTANFLHWCRHIGVDETYLFESEGLVLHKDPRQVYLCLLEIGRIVSRYGVEPPVLVKLEKEIELEETLLNASGLEESISIPKSCCQQEELHEAVKHIAEDPPCSCSHRFSIEYLSEGRYRLGEKILFIRMLHGKHVMVRVGGGWDTLQGFLLKYDPCRILQFATLEQKILAFQKG.... Result: 1 (interaction). (5) The miRNA is mmu-miR-452-3p with sequence UCAGUCUCAUCUGCAAAGAGGU. The protein sequence of the target gene is MGVPRPQPWALGLLLFLLPGSLGAESHLSLLYHLTAVSSPAPGTPAFWVSGWLGPQQYLSYNSLRGEAEPCGAWVWENQVSWYWEKETTDLRIKEKLFLEAFKALGGKGPYTLQGLLGCELGPDNTSVPTAKFALNGEEFMNFDLKQGTWGGDWPEALAISQRWQQQDKAANKELTFLLFSCPHRLREHLERGRGNLEWKEPPSMRLKARPSSPGFSVLTCSAFSFYPPELQLRFLRNGLAAGTGQGDFGPNSDGSFHASSSLTVKSGDEHHYCCIVQHAGLAQPLRVELESPAKSSVLV.... Result: 0 (no interaction). (6) The miRNA is hsa-miR-3121-5p with sequence UCCUUUGCCUAUUCUAUUUAAG. The protein sequence of the target gene is MSSRLGAVTATPGPTSLKQQRSTRIVGAKNNRAQCSIKDNSFQYTIPHEDSLSGSSSASSCEPVSDFTATLRKSTYWMKMRRIKPAATSQVEGAGEKEKERAKGKRNVKQEEDEDYRELPQKKHKLYGRKQRPKAQPHPKPQARRVRKEPPVYAAGSMEEKWYLEIMDKGSVSCPTCQAVGRKTIEGLKKHMENCKQEMFTCHHCGKQLHSLAGMKYHVMANHNSLPILKAGDEVDEPSERERLRTVLKRMGKLRCMRESCSSTFTSIMGYLYHVRKCGKEASELEKLALKCHHCGKPYR.... Result: 0 (no interaction). (7) The miRNA is hsa-miR-3130-5p with sequence UACCCAGUCUCCGGUGCAGCC. The protein sequence of the target gene is MAGYLPPKGYAPSPPPPYPVTPGYPEPALHPGPGQAPVPAQVPAPAPGFALFPSPGPVALGSAAPFLPLPGVPSGLEFLVQIDQILIHQKAERVETFLGWETCNRYELRSGAGQPLGQAAEESNCCARLCCGARRPLRVRLADPGDREVLRLLRPLHCGCSCCPCGLQEMEVQAPPGTTIGHVLQTWHPFLPKFSIQDADRQTVLRVVGPCWTCGCGTDTNFEVKTRDESRSVGRISKQWGGLVREALTDADDFGLQFPLDLDVRVKAVLLGATFLIDYMFFEKRGGAGPSAVTS. Result: 0 (no interaction).